Dataset: Reaction yield outcomes from USPTO patents with 853,638 reactions. Task: Predict the reaction yield, written as a fraction of the theoretical maximum amount of product (1.0 means a 100% yield; for example, 0.34 means a 34% yield). (1) The reactants are [NH2:1][C:2]1[C:11]([OH:12])=[CH:10][CH:9]=[CH:8][C:3]=1[C:4]([O:6][CH3:7])=[O:5].[Cl:13][CH2:14][C:15](OC)(OC)OC. The catalyst is C(O)C. The product is [Cl:13][CH2:14][C:15]1[O:12][C:11]2[C:2](=[C:3]([C:4]([O:6][CH3:7])=[O:5])[CH:8]=[CH:9][CH:10]=2)[N:1]=1. The yield is 0.660. (2) The catalyst is C(Cl)(Cl)Cl. The yield is 0.600. The reactants are [C@@H:1]12[CH2:7][C@@H:4]([CH2:5][CH2:6]1)[C@H:3]([C:8]([O:10][CH2:11][CH3:12])=[O:9])[NH:2]2.C(N(CC)CC)C.[CH3:20][O:21][C:22]1[CH:27]=[CH:26][C:25]([S:28](Cl)(=[O:30])=[O:29])=[CH:24][CH:23]=1. The product is [CH3:20][O:21][C:22]1[CH:23]=[CH:24][C:25]([S:28]([N:2]2[C@@H:3]([C:8]([O:10][CH2:11][CH3:12])=[O:9])[C@H:4]3[CH2:7][C@@H:1]2[CH2:6][CH2:5]3)(=[O:30])=[O:29])=[CH:26][CH:27]=1.